This data is from NCI-60 drug combinations with 297,098 pairs across 59 cell lines. The task is: Regression. Given two drug SMILES strings and cell line genomic features, predict the synergy score measuring deviation from expected non-interaction effect. (1) Drug 1: C1=C(C(=O)NC(=O)N1)F. Drug 2: CC=C1C(=O)NC(C(=O)OC2CC(=O)NC(C(=O)NC(CSSCCC=C2)C(=O)N1)C(C)C)C(C)C. Cell line: SF-539. Synergy scores: CSS=74.6, Synergy_ZIP=-9.80, Synergy_Bliss=-14.1, Synergy_Loewe=-9.76, Synergy_HSA=-7.08. (2) Drug 1: C1=CN(C(=O)N=C1N)C2C(C(C(O2)CO)O)O.Cl. Cell line: HCT116. Drug 2: CCCCC(=O)OCC(=O)C1(CC(C2=C(C1)C(=C3C(=C2O)C(=O)C4=C(C3=O)C=CC=C4OC)O)OC5CC(C(C(O5)C)O)NC(=O)C(F)(F)F)O. Synergy scores: CSS=57.5, Synergy_ZIP=-6.03, Synergy_Bliss=-10.3, Synergy_Loewe=-13.0, Synergy_HSA=-7.89.